This data is from Full USPTO retrosynthesis dataset with 1.9M reactions from patents (1976-2016). The task is: Predict the reactants needed to synthesize the given product. (1) Given the product [ClH:26].[Cl:26][C:23]1[CH:24]=[CH:25][C:20]([NH:19][C:17](=[O:18])[C:16]([NH:15][C@H:12]2[CH2:13][CH2:14][C@H:9]([C:7]([OH:8])=[O:6])[CH2:10][C@H:11]2[NH:28][C:29]([C:31]2[S:32][C:33]3[CH2:34][N:35]([CH3:40])[CH2:36][CH2:37][C:38]=3[N:39]=2)=[O:30])=[S:27])=[N:21][CH:22]=1, predict the reactants needed to synthesize it. The reactants are: Cl.C([O:6][C:7]([C@H:9]1[CH2:14][CH2:13][C@H:12]([NH:15][C:16](=[S:27])[C:17]([NH:19][C:20]2[CH:25]=[CH:24][C:23]([Cl:26])=[CH:22][N:21]=2)=[O:18])[C@H:11]([NH:28][C:29]([C:31]2[S:32][C:33]3[CH2:34][N:35]([CH3:40])[CH2:36][CH2:37][C:38]=3[N:39]=2)=[O:30])[CH2:10]1)=[O:8])(C)(C)C. (2) Given the product [CH3:51][C:11]1[CH:10]=[CH:9][C:8]([NH:7][C:6](=[O:34])[O:5][C:1]([CH3:2])([CH3:3])[CH3:4])=[CH:13][C:12]=1[NH:14][C:15]1[CH:17]=[C:21]2[C:22](=[CH:27][CH:26]=1)[N:37]=[CH:36][N:45]([CH3:46])[C:44]2=[O:47], predict the reactants needed to synthesize it. The reactants are: [C:1]([O:5][C:6](=[O:34])[NH:7][C:8]1[CH:13]=[C:12]([NH:14][C:15]([C:17]2NC(C(F)(F)F)=N[C:21]=2[C:22]2[CH:27]=[CH:26]C(F)=CC=2)=O)[CH:11]=[CH:10][C:9]=1C)([CH3:4])([CH3:3])[CH3:2].Cl[C:36]1[N:45]([CH3:46])[C:44](=[O:47])C2C(=CC=CC=2)[N:37]=1.C[O-].[Na+].[CH:51]1C=CC2N=CNC(=O)C=2C=1. (3) Given the product [CH3:12][C:11]1[N:14]=[N:9][C:5]([CH2:4][CH2:3][OH:2])=[N:18][N:13]=1, predict the reactants needed to synthesize it. The reactants are: Cl.[OH:2][CH2:3][CH2:4][C:5](=[NH:9])OCC.Cl.[C:11]([NH2:14])(=[NH:13])[CH3:12].O.NN.[N:18]([O-])=O.[Na+].Cl. (4) Given the product [CH3:1][O:2][C:3](=[O:59])[NH:4][CH:5]([C:9]([N:11]1[CH2:15][CH2:14][CH2:13][CH:12]1[C:16]1[NH:20][C:19]2[C:21]3[C:26]([CH:27]=[CH:28][C:18]=2[N:17]=1)=[CH:25][C:24]([C:29]1[CH:38]=[CH:37][C:36]2[C:31](=[CH:32][CH:33]=[C:34]([C:39]4[NH:40][C:41]([CH:44]5[CH2:48][CH2:47][CH2:46][N:45]5[C:49](=[O:58])[CH:50]([NH:57][C:74]([O:73][CH:71]5[CH2:72][O:69][CH2:70]5)=[O:75])[C:51]5[CH:56]=[CH:55][CH:54]=[CH:53][CH:52]=5)=[N:42][CH:43]=4)[CH:35]=2)[CH:30]=1)=[CH:23][CH:22]=3)=[O:10])[CH:6]([CH3:8])[CH3:7], predict the reactants needed to synthesize it. The reactants are: [CH3:1][O:2][C:3](=[O:59])[NH:4][CH:5]([C:9]([N:11]1[CH2:15][CH2:14][CH2:13][CH:12]1[C:16]1[NH:20][C:19]2[C:21]3[C:26]([CH:27]=[CH:28][C:18]=2[N:17]=1)=[CH:25][C:24]([C:29]1[CH:38]=[CH:37][C:36]2[C:31](=[CH:32][CH:33]=[C:34]([C:39]4[NH:40][C:41]([CH:44]5[CH2:48][CH2:47][CH2:46][N:45]5[C:49](=[O:58])[CH:50]([NH2:57])[C:51]5[CH:56]=[CH:55][CH:54]=[CH:53][CH:52]=5)=[N:42][CH:43]=4)[CH:35]=2)[CH:30]=1)=[CH:23][CH:22]=3)=[O:10])[CH:6]([CH3:8])[CH3:7].CCN(C(C)C)C(C)C.[O:69]1[CH2:72][CH:71]([O:73][C:74](=O)[O:75]C2C=CC([N+]([O-])=O)=CC=2)[CH2:70]1. (5) Given the product [Br:11][C:6]1[S:5][C:4]([NH:7][C:8](=[O:10])[CH3:9])=[N:3][C:2]=1[CH3:1], predict the reactants needed to synthesize it. The reactants are: [CH3:1][C:2]1[N:3]=[C:4]([NH:7][C:8](=[O:10])[CH3:9])[S:5][CH:6]=1.[Br:11]N1C(=O)CCC1=O.O.